From a dataset of Reaction yield outcomes from USPTO patents with 853,638 reactions. Predict the reaction yield, written as a fraction of the theoretical maximum amount of product (1.0 means a 100% yield; for example, 0.34 means a 34% yield). (1) The product is [F:28][C:2]([F:1])([F:29])[C:3]1[CH:4]=[C:5]([CH:25]=[CH:26][CH:27]=1)[CH2:6][NH:7][C:8](=[O:24])[C:9]1[CH:14]=[CH:13][N:12]=[C:11]([C:15]2[CH:20]=[CH:19][CH:18]=[CH:17][C:16]=2[NH2:21])[CH:10]=1. The catalyst is C(O)C.O.[Fe]. The reactants are [F:1][C:2]([F:29])([F:28])[C:3]1[CH:4]=[C:5]([CH:25]=[CH:26][CH:27]=1)[CH2:6][NH:7][C:8](=[O:24])[C:9]1[CH:14]=[CH:13][N:12]=[C:11]([C:15]2[CH:20]=[CH:19][CH:18]=[CH:17][C:16]=2[N+:21]([O-])=O)[CH:10]=1.C(O)(=O)C. The yield is 0.800. (2) The reactants are [CH3:1][C:2]([O:13][CH2:14][C@@H:15]1[CH2:17][O:16]1)([CH3:12])[CH2:3][N:4]1[CH:8]=[CH:7][C:6]([N+:9]([O-:11])=[O:10])=[N:5]1.[CH3:18][NH:19][CH3:20]. The catalyst is C(O)(C)C. The product is [CH3:18][N:19]([CH3:20])[CH2:17][C@H:15]([OH:16])[CH2:14][O:13][C:2]([CH3:12])([CH3:1])[CH2:3][N:4]1[CH:8]=[CH:7][C:6]([N+:9]([O-:11])=[O:10])=[N:5]1. The yield is 0.870. (3) The reactants are [C:1]([O:9]CC)(=[O:8])[CH2:2][C:3](OCC)=O.[H-].[Na+].ClC[C:16]1[CH:17]=[N:18][O:19][C:20]=1[C:21]1[CH:26]=[CH:25][C:24]([C:27]([F:30])([F:29])[F:28])=[CH:23][CH:22]=1.Cl. The catalyst is O1CCCC1.O. The product is [F:30][C:27]([F:28])([F:29])[C:24]1[CH:23]=[CH:22][C:21]([C:20]2[O:19][N:18]=[CH:17][C:16]=2[CH2:3][CH2:2][C:1]([OH:9])=[O:8])=[CH:26][CH:25]=1. The yield is 0.790. (4) The reactants are Br[C:2]1[CH:23]=[CH:22][C:5]([C:6]([NH:8][S:9]([C:12]2[CH:17]=[CH:16][CH:15]=[CH:14][C:13]=2[S:18](=[O:21])(=[O:20])[NH2:19])(=[O:11])=[O:10])=[O:7])=[CH:4][C:3]=1[O:24][CH2:25][CH2:26][CH2:27][C:28]([F:31])([F:30])[F:29].[CH:32]1([C:37]#[CH:38])[CH2:36][CH2:35][CH2:34][CH2:33]1. No catalyst specified. The product is [CH:32]1([C:37]#[C:38][C:2]2[CH:23]=[CH:22][C:5]([C:6]([NH:8][S:9]([C:12]3[CH:17]=[CH:16][CH:15]=[CH:14][C:13]=3[S:18](=[O:21])(=[O:20])[NH2:19])(=[O:11])=[O:10])=[O:7])=[CH:4][C:3]=2[O:24][CH2:25][CH2:26][CH2:27][C:28]([F:31])([F:30])[F:29])[CH2:36][CH2:35][CH2:34][CH2:33]1. The yield is 0.280. (5) The reactants are Br[C:2]1[CH:3]=[C:4]2[C:8](=[CH:9][C:10]=1[C:11]#[N:12])[NH:7][CH:6]=[C:5]2[CH:13]=[O:14].CC1(C)COB([C:22]2[CH:27]=[CH:26][C:25]([C:28]3([OH:32])[CH2:31][CH2:30][CH2:29]3)=[CH:24][CH:23]=2)OC1.C(=O)([O-])[O-].[K+].[K+].[Cl-].[NH4+]. The catalyst is C1(C)C=CC=CC=1.C(O)C.CN(C=O)C.C1C=CC(P(C2C=CC=CC=2)[C-]2C=CC=C2)=CC=1.C1C=CC(P(C2C=CC=CC=2)[C-]2C=CC=C2)=CC=1.Cl[Pd]Cl.[Fe+2]. The product is [CH:13]([C:5]1[C:4]2[C:8](=[CH:9][C:10]([C:11]#[N:12])=[C:2]([C:22]3[CH:27]=[CH:26][C:25]([C:28]4([OH:32])[CH2:31][CH2:30][CH2:29]4)=[CH:24][CH:23]=3)[CH:3]=2)[NH:7][CH:6]=1)=[O:14]. The yield is 0.700.